Task: Predict the reaction yield, written as a fraction of the theoretical maximum amount of product (1.0 means a 100% yield; for example, 0.34 means a 34% yield).. Dataset: Reaction yield outcomes from USPTO patents with 853,638 reactions (1) The reactants are [OH:1][C:2]1[C:3]([O:15][CH3:16])=[CH:4][C:5]([N+:12]([O-])=O)=[C:6]([CH:11]=1)[C:7]([O:9][CH3:10])=[O:8].[H][H]. The catalyst is CCOC(C)=O.[Pd]. The product is [NH2:12][C:5]1[CH:4]=[C:3]([O:15][CH3:16])[C:2]([OH:1])=[CH:11][C:6]=1[C:7]([O:9][CH3:10])=[O:8]. The yield is 0.920. (2) The reactants are [CH2:1]([N:7]([CH2:19][C:20]1[CH:39]=[CH:38][C:23]([CH2:24][O:25][C:26]2[CH:31]=[CH:30][C:29]([CH2:32][CH2:33][C:34]([O:36]C)=[O:35])=[CH:28][CH:27]=2)=[CH:22][CH:21]=1)[C:8]1[S:9][CH:10]=[C:11]([C:13]2[CH:18]=[CH:17][CH:16]=[CH:15][CH:14]=2)[N:12]=1)[CH2:2][CH2:3][CH2:4][CH2:5][CH3:6].O.Cl. The catalyst is CO.O1CCCC1.[OH-].[Na+]. The product is [CH2:1]([N:7]([CH2:19][C:20]1[CH:21]=[CH:22][C:23]([CH2:24][O:25][C:26]2[CH:31]=[CH:30][C:29]([CH2:32][CH2:33][C:34]([OH:36])=[O:35])=[CH:28][CH:27]=2)=[CH:38][CH:39]=1)[C:8]1[S:9][CH:10]=[C:11]([C:13]2[CH:14]=[CH:15][CH:16]=[CH:17][CH:18]=2)[N:12]=1)[CH2:2][CH2:3][CH2:4][CH2:5][CH3:6]. The yield is 0.900. (3) The reactants are [C:1]([C:3]1[CH:4]=[C:5]2[C:9](=[CH:10][CH:11]=1)[N:8]([S:12]([C:15]1[CH:20]=[CH:19][C:18]([O:21][CH3:22])=[CH:17][C:16]=1[O:23][CH3:24])(=[O:14])=[O:13])[C:7](=[O:25])[C:6]2([NH:35][C:36]([N:38]1[CH2:43][CH2:42][CH:41]([N:44]2[CH2:49][CH2:48][N:47](C(OC(C)(C)C)=O)[CH2:46][CH2:45]2)[CH2:40][CH2:39]1)=[O:37])[C:26]1[C:27]([O:32][CH2:33][CH3:34])=[N:28][CH:29]=[CH:30][CH:31]=1)#[N:2].Cl.C(Cl)Cl.CO. The catalyst is CO.C(O)(C)C. The product is [C:1]([C:3]1[CH:4]=[C:5]2[C:9](=[CH:10][CH:11]=1)[N:8]([S:12]([C:15]1[CH:20]=[CH:19][C:18]([O:21][CH3:22])=[CH:17][C:16]=1[O:23][CH3:24])(=[O:14])=[O:13])[C:7](=[O:25])[C:6]2([NH:35][C:36]([N:38]1[CH2:39][CH2:40][CH:41]([N:44]2[CH2:45][CH2:46][NH:47][CH2:48][CH2:49]2)[CH2:42][CH2:43]1)=[O:37])[C:26]1[C:27]([O:32][CH2:33][CH3:34])=[N:28][CH:29]=[CH:30][CH:31]=1)#[N:2]. The yield is 0.330. (4) The product is [NH2:8][C:7]1[NH:9][C:14](=[O:13])[C:16]2[C:24]3[C:19](=[CH:20][CH:21]=[CH:22][C:23]=3[Cl:25])[NH:18][C:17]=2[N:26]=1. The catalyst is C(Cl)(Cl)Cl.O. The reactants are CS(C)(=O)=O.Cl.[C:7](Cl)(=[NH:9])[NH2:8].C([O:13][C:14]([C:16]1[C:24]2[C:19](=[CH:20][CH:21]=[CH:22][C:23]=2[Cl:25])[NH:18][C:17]=1[NH2:26])=O)C.O.N. The yield is 0.780.